This data is from NCI-60 drug combinations with 297,098 pairs across 59 cell lines. The task is: Regression. Given two drug SMILES strings and cell line genomic features, predict the synergy score measuring deviation from expected non-interaction effect. (1) Drug 1: C1C(C(OC1N2C=C(C(=O)NC2=O)F)CO)O. Drug 2: COCCOC1=C(C=C2C(=C1)C(=NC=N2)NC3=CC=CC(=C3)C#C)OCCOC.Cl. Cell line: HS 578T. Synergy scores: CSS=29.8, Synergy_ZIP=-3.17, Synergy_Bliss=0.785, Synergy_Loewe=-24.4, Synergy_HSA=1.38. (2) Drug 1: CC1=C(C=C(C=C1)NC(=O)C2=CC=C(C=C2)CN3CCN(CC3)C)NC4=NC=CC(=N4)C5=CN=CC=C5. Drug 2: C(=O)(N)NO. Cell line: SF-295. Synergy scores: CSS=-1.45, Synergy_ZIP=-0.364, Synergy_Bliss=-0.606, Synergy_Loewe=-9.17, Synergy_HSA=-2.36. (3) Drug 1: CC1C(C(=O)NC(C(=O)N2CCCC2C(=O)N(CC(=O)N(C(C(=O)O1)C(C)C)C)C)C(C)C)NC(=O)C3=C4C(=C(C=C3)C)OC5=C(C(=O)C(=C(C5=N4)C(=O)NC6C(OC(=O)C(N(C(=O)CN(C(=O)C7CCCN7C(=O)C(NC6=O)C(C)C)C)C)C(C)C)C)N)C. Drug 2: CN1C2=C(C=C(C=C2)N(CCCl)CCCl)N=C1CCCC(=O)O.Cl. Cell line: SK-MEL-2. Synergy scores: CSS=6.62, Synergy_ZIP=0.640, Synergy_Bliss=0.728, Synergy_Loewe=3.05, Synergy_HSA=1.17. (4) Drug 1: CCC1(CC2CC(C3=C(CCN(C2)C1)C4=CC=CC=C4N3)(C5=C(C=C6C(=C5)C78CCN9C7C(C=CC9)(C(C(C8N6C=O)(C(=O)OC)O)OC(=O)C)CC)OC)C(=O)OC)O.OS(=O)(=O)O. Drug 2: CCC1(CC2CC(C3=C(CCN(C2)C1)C4=CC=CC=C4N3)(C5=C(C=C6C(=C5)C78CCN9C7C(C=CC9)(C(C(C8N6C)(C(=O)OC)O)OC(=O)C)CC)OC)C(=O)OC)O.OS(=O)(=O)O. Cell line: IGROV1. Synergy scores: CSS=9.63, Synergy_ZIP=-3.73, Synergy_Bliss=-2.32, Synergy_Loewe=-7.17, Synergy_HSA=-2.18. (5) Drug 1: CN(C)N=NC1=C(NC=N1)C(=O)N. Drug 2: CC(C)CN1C=NC2=C1C3=CC=CC=C3N=C2N. Cell line: KM12. Synergy scores: CSS=2.48, Synergy_ZIP=-4.94, Synergy_Bliss=-8.86, Synergy_Loewe=-12.0, Synergy_HSA=-11.7. (6) Synergy scores: CSS=40.0, Synergy_ZIP=3.76, Synergy_Bliss=3.64, Synergy_Loewe=5.79, Synergy_HSA=6.19. Drug 1: C1CCN(CC1)CCOC2=CC=C(C=C2)C(=O)C3=C(SC4=C3C=CC(=C4)O)C5=CC=C(C=C5)O. Drug 2: CC1C(C(CC(O1)OC2CC(CC3=C2C(=C4C(=C3O)C(=O)C5=CC=CC=C5C4=O)O)(C(=O)C)O)N)O. Cell line: T-47D. (7) Drug 1: C1CC(=O)NC(=O)C1N2CC3=C(C2=O)C=CC=C3N. Drug 2: CN1C(=O)N2C=NC(=C2N=N1)C(=O)N. Cell line: A549. Synergy scores: CSS=6.94, Synergy_ZIP=0.934, Synergy_Bliss=4.55, Synergy_Loewe=-0.738, Synergy_HSA=0.162. (8) Drug 1: C1=NC2=C(N=C(N=C2N1C3C(C(C(O3)CO)O)F)Cl)N. Drug 2: C(CC(=O)O)C(=O)CN.Cl. Cell line: SK-MEL-28. Synergy scores: CSS=4.02, Synergy_ZIP=-3.07, Synergy_Bliss=-2.89, Synergy_Loewe=-2.83, Synergy_HSA=-2.29. (9) Drug 1: C1CN1P(=S)(N2CC2)N3CC3. Drug 2: CC1CCCC2(C(O2)CC(NC(=O)CC(C(C(=O)C(C1O)C)(C)C)O)C(=CC3=CSC(=N3)C)C)C. Cell line: NCI-H322M. Synergy scores: CSS=22.9, Synergy_ZIP=6.30, Synergy_Bliss=2.50, Synergy_Loewe=-32.1, Synergy_HSA=-3.44.